From a dataset of Forward reaction prediction with 1.9M reactions from USPTO patents (1976-2016). Predict the product of the given reaction. Given the reactants Cl.[O:2]1[C:6]2[CH:7]=[CH:8][CH:9]=[C:10]([CH:11]3[CH2:16][CH2:15][N:14]([CH2:17][CH2:18][C@H:19]4[CH2:24][CH2:23][C@H:22]([NH2:25])[CH2:21][CH2:20]4)[CH2:13][CH2:12]3)[C:5]=2[O:4][CH2:3]1.[O:26]=[S:27]1(=[O:35])[CH2:31][CH2:30][CH:29]([C:32](O)=[O:33])[CH2:28]1, predict the reaction product. The product is: [O:2]1[C:6]2[CH:7]=[CH:8][CH:9]=[C:10]([CH:11]3[CH2:16][CH2:15][N:14]([CH2:17][CH2:18][C@H:19]4[CH2:20][CH2:21][C@H:22]([NH:25][C:32]([CH:29]5[CH2:30][CH2:31][S:27](=[O:35])(=[O:26])[CH2:28]5)=[O:33])[CH2:23][CH2:24]4)[CH2:13][CH2:12]3)[C:5]=2[O:4][CH2:3]1.